From a dataset of Forward reaction prediction with 1.9M reactions from USPTO patents (1976-2016). Predict the product of the given reaction. (1) Given the reactants Br[CH2:2][C:3]([C:5]1[CH:10]=[CH:9][C:8]([F:11])=[CH:7][C:6]=1[F:12])=O.Cl.[NH:14]=[C:15]1[CH2:19][CH2:18][CH2:17][NH:16]1.C([O-])([O-])=O.[Na+].[Na+].O, predict the reaction product. The product is: [F:12][C:6]1[CH:7]=[C:8]([F:11])[CH:9]=[CH:10][C:5]=1[C:3]1[N:14]=[C:15]2[CH2:19][CH2:18][CH2:17][N:16]2[CH:2]=1. (2) Given the reactants [CH3:1][N:2]1[CH2:7][CH2:6][N:5]([CH:8]([C:13]2[C:18]([CH3:19])=[CH:17][CH:16]=[CH:15][N:14]=2)[C:9](OC)=[O:10])[CH2:4][CH2:3]1.CC(N1CCN(C)CC1)(C1C(C)=CC=CN=1)C([O-])=O.O.[NH2:40][NH2:41], predict the reaction product. The product is: [CH3:1][N:2]1[CH2:7][CH2:6][N:5]([CH:8]([C:13]2[C:18]([CH3:19])=[CH:17][CH:16]=[CH:15][N:14]=2)[C:9]([NH:40][NH2:41])=[O:10])[CH2:4][CH2:3]1. (3) Given the reactants [NH2:1][C:2]1[C:7]([NH:8][C:9]2[CH:14]=[CH:13][C:12]([I:15])=[CH:11][C:10]=2[F:16])=[CH:6][C:5](=[O:17])[N:4]2[CH2:18][CH2:19][S:20][C:3]=12.[CH:21]1([S:24](Cl)(=[O:26])=[O:25])[CH2:23][CH2:22]1, predict the reaction product. The product is: [F:16][C:10]1[CH:11]=[C:12]([I:15])[CH:13]=[CH:14][C:9]=1[NH:8][C:7]1[C:2]([NH:1][S:24]([CH:21]2[CH2:23][CH2:22]2)(=[O:26])=[O:25])=[C:3]2[S:20][CH2:19][CH2:18][N:4]2[C:5](=[O:17])[CH:6]=1. (4) Given the reactants [CH3:1][C:2]1[C:3]([CH2:14][S:15][C:16]2[NH:20][C:19]3[CH:21]=[CH:22][CH:23]=[CH:24][C:18]=3[N:17]=2)=[N:4][CH:5]=[CH:6][C:7]=1[O:8][CH2:9][C:10]([F:13])([F:12])[F:11].[C:25](=[O:36])([O:32][CH:33](I)[CH3:34])[O:26][CH:27]1[CH2:31][CH2:30][CH2:29][CH2:28]1.C(=O)([O-])O.[Na+].C(#N)C, predict the reaction product. The product is: [C:25](=[O:36])([O:32][CH:33]([N:20]1[C:19]2[CH:21]=[CH:22][CH:23]=[CH:24][C:18]=2[N:17]=[C:16]1[S:15][CH2:14][C:3]1[C:2]([CH3:1])=[C:7]([O:8][CH2:9][C:10]([F:12])([F:11])[F:13])[CH:6]=[CH:5][N:4]=1)[CH3:34])[O:26][CH:27]1[CH2:31][CH2:30][CH2:29][CH2:28]1. (5) Given the reactants [Cl:1][C:2]1[CH:7]=[CH:6][C:5]([CH2:8][C@@H:9]([NH:36][C:37]([C@@H:39]2[CH2:48][C:47]3[C:42](=[CH:43][CH:44]=[CH:45][CH:46]=3)[CH2:41][N:40]2C(OC(C)(C)C)=O)=[O:38])[C:10]([N:12]2[CH2:17][CH2:16][CH:15]([C:18]3[CH:23]=[CH:22][CH:21]=[CH:20][C:19]=3[NH:24][S:25]([C:28]3[CH:33]=[CH:32][CH:31]=[CH:30][C:29]=3[C:34]#[N:35])(=[O:27])=[O:26])[CH2:14][CH2:13]2)=[O:11])=[CH:4][CH:3]=1.C(O)(C(F)(F)F)=O, predict the reaction product. The product is: [Cl:1][C:2]1[CH:7]=[CH:6][C:5]([CH2:8][C@@H:9]([NH:36][C:37]([C@@H:39]2[CH2:48][C:47]3[C:42](=[CH:43][CH:44]=[CH:45][CH:46]=3)[CH2:41][NH:40]2)=[O:38])[C:10]([N:12]2[CH2:13][CH2:14][CH:15]([C:18]3[CH:23]=[CH:22][CH:21]=[CH:20][C:19]=3[NH:24][S:25]([C:28]3[CH:33]=[CH:32][CH:31]=[CH:30][C:29]=3[C:34]#[N:35])(=[O:26])=[O:27])[CH2:16][CH2:17]2)=[O:11])=[CH:4][CH:3]=1. (6) Given the reactants [NH:1]1[CH2:6][CH2:5][O:4][CH2:3][CH2:2]1.C(N(CC)CC)C.Cl[C:15](=[O:21])[C:16]([O:18]CC)=O.[CH3:22][CH:23]([CH3:27])[C:24](=[O:26])[CH3:25].CC(C)([O-])C.[K+].C(O)(=O)C, predict the reaction product. The product is: [CH3:22][CH:23]([CH3:27])[C:24](=[O:26])[CH2:25][C:16](=[O:18])[C:15]([N:1]1[CH2:6][CH2:5][O:4][CH2:3][CH2:2]1)=[O:21]. (7) Given the reactants C(O[C:6](=[O:31])[NH:7][C:8]([C:11](=[O:30])[NH:12][C:13]1[CH:18]=[CH:17][C:16]([C:19]2[CH:24]=[CH:23][CH:22]=[CH:21][C:20]=2[S:25]([CH3:28])(=[O:27])=[O:26])=[CH:15][C:14]=1[F:29])([CH3:10])[CH3:9])(C)(C)C.C(O)(C(F)(F)F)=O.C(N(CC)CC)C.[N+](C1C=CC(OC(=O)[NH:57][C:58]2[CH:63]=[CH:62][C:61]([Cl:64])=[CH:60][N:59]=2)=CC=1)([O-])=O, predict the reaction product. The product is: [Cl:64][C:61]1[CH:62]=[CH:63][C:58]([NH:57][C:6](=[O:31])[NH:7][C:8]([CH3:9])([CH3:10])[C:11]([NH:12][C:13]2[CH:18]=[CH:17][C:16]([C:19]3[CH:24]=[CH:23][CH:22]=[CH:21][C:20]=3[S:25]([CH3:28])(=[O:26])=[O:27])=[CH:15][C:14]=2[F:29])=[O:30])=[N:59][CH:60]=1. (8) The product is: [CH2:4]1[O:21][C:20]2[CH:19]=[CH:18][C:8]([O:9][C:14]3[CH:15]=[CH:16][CH:11]=[C:10]([O:9][C:8]4[CH:18]=[CH:19][C:20]5[O:21][CH2:4][O:5][C:6]=5[CH:7]=4)[C:13]=3[CH2:12][C:1]#[N:2])=[CH:7][C:6]=2[O:5]1. Given the reactants [C-:1]#[N:2].[Na+].[CH2:4]1[O:21][C:20]2[CH:19]=[CH:18][C:8]([O:9][CH:10](Cl)[C:11]3[CH:16]=[CH:15][CH:14]=[CH:13][CH:12]=3)=[CH:7][C:6]=2[O:5]1, predict the reaction product. (9) Given the reactants [Cl:1][C:2]1[CH:7]=[C:6](I)[CH:5]=[C:4]([Cl:9])[N:3]=1.[CH3:10][S:11][C:12]1[CH:13]=[C:14]([CH:16]=[CH:17][CH:18]=1)[NH2:15].C1(P(C2C=CC=CC=2)CCCP(C2C=CC=CC=2)C2C=CC=CC=2)C=CC=CC=1.CC(C)([O-])C.[Na+], predict the reaction product. The product is: [Cl:1][C:2]1[CH:7]=[C:6]([NH:15][C:14]2[CH:16]=[CH:17][CH:18]=[C:12]([S:11][CH3:10])[CH:13]=2)[CH:5]=[C:4]([Cl:9])[N:3]=1. (10) Given the reactants [O:1]([C:8]1[CH:13]=[CH:12][C:11]([C:14]2[C:22]3[C:21]([NH2:23])=[N:20][CH:19]=[N:18][C:17]=3[NH:16][CH:15]=2)=[CH:10][CH:9]=1)[C:2]1[CH:7]=[CH:6][CH:5]=[CH:4][CH:3]=1.CS(C)=[O:26].[CH:28]1[CH2:32][CH:31]=[CH:30][CH:29]=1, predict the reaction product. The product is: [NH2:23][C:21]1[C:22]2[C:14]([C:11]3[CH:10]=[CH:9][C:8]([O:1][C:2]4[CH:7]=[CH:6][CH:5]=[CH:4][CH:3]=4)=[CH:13][CH:12]=3)=[CH:15][N:16]([CH:29]3[CH2:28][CH:32]([OH:26])[CH:31]=[CH:30]3)[C:17]=2[N:18]=[CH:19][N:20]=1.